From a dataset of NCI-60 drug combinations with 297,098 pairs across 59 cell lines. Regression. Given two drug SMILES strings and cell line genomic features, predict the synergy score measuring deviation from expected non-interaction effect. (1) Drug 1: CC(C1=C(C=CC(=C1Cl)F)Cl)OC2=C(N=CC(=C2)C3=CN(N=C3)C4CCNCC4)N. Drug 2: CC12CCC3C(C1CCC2OP(=O)(O)O)CCC4=C3C=CC(=C4)OC(=O)N(CCCl)CCCl.[Na+]. Cell line: UACC-257. Synergy scores: CSS=-2.68, Synergy_ZIP=-4.54, Synergy_Bliss=-10.4, Synergy_Loewe=-11.5, Synergy_HSA=-11.0. (2) Drug 1: CCC1=C2CN3C(=CC4=C(C3=O)COC(=O)C4(CC)O)C2=NC5=C1C=C(C=C5)O. Drug 2: C(CCl)NC(=O)N(CCCl)N=O. Cell line: MCF7. Synergy scores: CSS=10.2, Synergy_ZIP=-2.25, Synergy_Bliss=0.586, Synergy_Loewe=-14.6, Synergy_HSA=0.239. (3) Drug 1: CN(CCCl)CCCl.Cl. Drug 2: C1CC(=O)NC(=O)C1N2C(=O)C3=CC=CC=C3C2=O. Cell line: NCI-H460. Synergy scores: CSS=39.5, Synergy_ZIP=5.15, Synergy_Bliss=6.44, Synergy_Loewe=-34.9, Synergy_HSA=5.57. (4) Drug 1: C1CN(P(=O)(OC1)NCCCl)CCCl. Drug 2: N.N.Cl[Pt+2]Cl. Cell line: MALME-3M. Synergy scores: CSS=66.4, Synergy_ZIP=-0.258, Synergy_Bliss=-1.98, Synergy_Loewe=8.03, Synergy_HSA=2.77. (5) Drug 1: CC12CCC(CC1=CCC3C2CCC4(C3CC=C4C5=CN=CC=C5)C)O. Drug 2: C1CNP(=O)(OC1)N(CCCl)CCCl. Cell line: SF-268. Synergy scores: CSS=-2.75, Synergy_ZIP=0.106, Synergy_Bliss=-3.59, Synergy_Loewe=-7.64, Synergy_HSA=-6.44.